From a dataset of Reaction yield outcomes from USPTO patents with 853,638 reactions. Predict the reaction yield, written as a fraction of the theoretical maximum amount of product (1.0 means a 100% yield; for example, 0.34 means a 34% yield). (1) The catalyst is O1CCCC1. The reactants are [C:1]1([CH3:17])[CH:6]=[CH:5][CH:4]=[CH:3][C:2]=1[NH:7][S:8]([C:11]1[CH:16]=[CH:15][CH:14]=[CH:13][CH:12]=1)(=[O:10])=[O:9].C([Li])CCC.[CH3:23][O:24][C:25]1[CH:26]=[C:27]([CH:30]=[C:31]2[O:35][CH2:34][O:33][C:32]=12)[CH:28]=[O:29].[Cl-].[NH4+]. The yield is 0.486. The product is [OH:29][CH:28]([C:27]1[CH:26]=[C:25]([O:24][CH3:23])[C:32]2[O:33][CH2:34][O:35][C:31]=2[CH:30]=1)[C:16]1[CH:15]=[CH:14][CH:13]=[CH:12][C:11]=1[S:8]([NH:7][C:2]1[CH:3]=[CH:4][CH:5]=[CH:6][C:1]=1[CH3:17])(=[O:9])=[O:10]. (2) The reactants are [NH2:1][CH2:2][CH2:3][N:4]1[CH2:9][CH2:8][N:7]([CH2:10][C@@H:11]([C:13]2[C:22]3[C:17](=[CH:18][CH:19]=[C:20]([O:23][CH3:24])[CH:21]=3)[N:16]=[CH:15][CH:14]=2)[OH:12])[CH2:6][CH2:5]1.Cl.CN(C)CCCN=C=NCC.[C:37]([OH:45])(=[O:44])[C:38]1[CH:43]=[CH:42][CH:41]=[CH:40][CH:39]=1.C(N(CC)CC)C.CN([CH:56]=[O:57])C. No catalyst specified. The product is [C:56]([OH:57])(=[O:12])[C:37]([OH:45])=[O:44].[C:56]([OH:57])(=[O:12])[C:37]([OH:45])=[O:44].[OH:12][C@H:11]([C:13]1[C:22]2[C:17](=[CH:18][CH:19]=[C:20]([O:23][CH3:24])[CH:21]=2)[N:16]=[CH:15][CH:14]=1)[CH2:10][N:7]1[CH2:8][CH2:9][N:4]([CH2:3][CH2:2][NH:1][C:37](=[O:44])[C:38]2[CH:43]=[CH:42][CH:41]=[CH:40][CH:39]=2)[CH2:5][CH2:6]1. The yield is 0.330. (3) The reactants are [Cl:1][C:2]1[CH:7]=[C:6]([O:8][CH2:9][CH:10]=[C:11]([Cl:13])[Cl:12])[CH:5]=[C:4]([Cl:14])[C:3]=1[OH:15].[Cl:16][C:17]([Cl:31])=[CH:18][CH2:19][O:20][N:21]=[CH:22][C:23]1[CH:28]=[CH:27][C:26]([CH2:29]O)=[CH:25][CH:24]=1.C1(P(C2C=CC=CC=2)C2C=CC=CC=2)C=CC=CC=1.N(C(OC(C)C)=O)=NC(OC(C)C)=O. The catalyst is ClCCl. The product is [Cl:16][C:17]([Cl:31])=[CH:18][CH2:19][O:20][N:21]=[CH:22][C:23]1[CH:24]=[CH:25][C:26]([CH2:29][O:15][C:3]2[C:2]([Cl:1])=[CH:7][C:6]([O:8][CH2:9][CH:10]=[C:11]([Cl:13])[Cl:12])=[CH:5][C:4]=2[Cl:14])=[CH:27][CH:28]=1. The yield is 0.670.